Dataset: Forward reaction prediction with 1.9M reactions from USPTO patents (1976-2016). Task: Predict the product of the given reaction. (1) Given the reactants [CH3:1][O:2][C:3]1[CH:8]=[CH:7][C:6]([S:9]([N:12]2[CH2:17][CH2:16][N:15]([CH2:18][C:19]3[NH:28][C:27](=O)[C:26]4[C:21](=[CH:22][CH:23]=[CH:24][CH:25]=4)[N:20]=3)[CH2:14][CH2:13]2)(=[O:11])=[O:10])=[CH:5][CH:4]=1.[NH:30]1[CH2:35][CH2:34][CH2:33][CH2:32][CH2:31]1, predict the reaction product. The product is: [CH3:1][O:2][C:3]1[CH:4]=[CH:5][C:6]([S:9]([N:12]2[CH2:13][CH2:14][N:15]([CH2:18][C:19]3[N:28]=[C:27]([N:30]4[CH2:35][CH2:34][CH2:33][CH2:32][CH2:31]4)[C:26]4[C:21](=[CH:22][CH:23]=[CH:24][CH:25]=4)[N:20]=3)[CH2:16][CH2:17]2)(=[O:11])=[O:10])=[CH:7][CH:8]=1. (2) Given the reactants [NH:1]1[C:9]2[C:4](=[CH:5][CH:6]=[CH:7][CH:8]=2)[CH2:3][C:2]1=[O:10].[C:11](Cl)(=[O:13])[CH3:12].O, predict the reaction product. The product is: [C:11]([C:6]1[CH:5]=[C:4]2[C:9](=[CH:8][CH:7]=1)[NH:1][C:2](=[O:10])[CH2:3]2)(=[O:13])[CH3:12]. (3) Given the reactants C(O[C:4]([C:6]1[N:7]=[C:8]([C:15]2[C:20]([F:21])=[CH:19][CH:18]=[CH:17][C:16]=2[F:22])[N:9]([CH3:14])[C:10](=[O:13])[C:11]=1[OH:12])=[O:5])C.[F:23][C:24]1[CH:31]=[C:30]([F:32])[CH:29]=[CH:28][C:25]=1[CH2:26][NH2:27], predict the reaction product. The product is: [F:23][C:24]1[CH:31]=[C:30]([F:32])[CH:29]=[CH:28][C:25]=1[CH2:26][NH:27][C:4]([C:6]1[N:7]=[C:8]([C:15]2[C:16]([F:22])=[CH:17][CH:18]=[CH:19][C:20]=2[F:21])[N:9]([CH3:14])[C:10](=[O:13])[C:11]=1[OH:12])=[O:5]. (4) The product is: [CH3:25][CH:22]1[C:13]2[CH2:14][O:15][CH:17]=[CH:18][C:11]3=[CH:27][CH:21]([CH2:6][N+:3]([O-:5])=[O:4])[O:20][B:19]([C:12]=23)[O:23]1. Given the reactants [OH-].[Na+].[N+:3]([CH3:6])([O-:5])=[O:4].OC(C)CO[C:11]1[C:12]([B:19]2[O:23][C:22]([CH3:25])(C)[C:21]([CH3:27])(C)[O:20]2)=[C:13](C=[CH:17][CH:18]=1)[CH:14]=[O:15].Cl, predict the reaction product. (5) Given the reactants [OH:1][CH2:2][CH:3]1[CH2:9][O:8][CH2:7][CH2:6][N:5]([C:10]([O:12][C:13]([CH3:16])([CH3:15])[CH3:14])=[O:11])[CH2:4]1.CC(OI1(OC(C)=O)(OC(C)=O)OC(=O)C2C=CC=CC1=2)=O, predict the reaction product. The product is: [CH:2]([CH:3]1[CH2:9][O:8][CH2:7][CH2:6][N:5]([C:10]([O:12][C:13]([CH3:16])([CH3:15])[CH3:14])=[O:11])[CH2:4]1)=[O:1].